Dataset: Catalyst prediction with 721,799 reactions and 888 catalyst types from USPTO. Task: Predict which catalyst facilitates the given reaction. Reactant: [CH:1]1([C:4]2[O:5][C:6]3[C:7](=[C:9]([C:24]#[N:25])[C:10]([CH3:23])=[C:11]([CH:21]=[O:22])[C:12]=3[N:13]3[CH2:17][CH2:16][C@H:15]([N:18]([CH3:20])[CH3:19])[CH2:14]3)[N:8]=2)[CH2:3][CH2:2]1.[BH4-].[Na+].C(=O)([O-])O.[Na+]. Product: [CH:1]1([C:4]2[O:5][C:6]3[C:7](=[C:9]([C:24]#[N:25])[C:10]([CH3:23])=[C:11]([CH2:21][OH:22])[C:12]=3[N:13]3[CH2:17][CH2:16][C@H:15]([N:18]([CH3:20])[CH3:19])[CH2:14]3)[N:8]=2)[CH2:2][CH2:3]1. The catalyst class is: 138.